This data is from Catalyst prediction with 721,799 reactions and 888 catalyst types from USPTO. The task is: Predict which catalyst facilitates the given reaction. Product: [Br:1][C:2]1[C:7]2[O:8][CH:9]([CH2:13][OH:14])[CH2:10][N:11]([CH3:12])[C:6]=2[CH:5]=[CH:4][CH:3]=1. The catalyst class is: 7. Reactant: [Br:1][C:2]1[C:7]2[O:8][CH:9]([C:13](OCC)=[O:14])[CH2:10][N:11]([CH3:12])[C:6]=2[CH:5]=[CH:4][CH:3]=1.[BH4-].[Li+].O.